From a dataset of Full USPTO retrosynthesis dataset with 1.9M reactions from patents (1976-2016). Predict the reactants needed to synthesize the given product. (1) Given the product [F:19][C:17]1[CH:16]=[C:15]([O:20][CH2:21][C:22]2[N:23]=[C:24]([C:27]3[CH:32]=[CH:31][CH:30]=[CH:29][CH:28]=3)[S:25][CH:26]=2)[C:13]2[CH:14]=[C:10]([C:8]3[N:7]=[C:5]4[N:4]([CH:9]=3)[N:3]=[C:2]([O:34][CH3:33])[S:6]4)[O:11][C:12]=2[CH:18]=1, predict the reactants needed to synthesize it. The reactants are: Br[C:2]1[S:6][C:5]2=[N:7][C:8]([C:10]3[O:11][C:12]4[CH:18]=[C:17]([F:19])[CH:16]=[C:15]([O:20][CH2:21][C:22]5[N:23]=[C:24]([C:27]6[CH:32]=[CH:31][CH:30]=[CH:29][CH:28]=6)[S:25][CH:26]=5)[C:13]=4[CH:14]=3)=[CH:9][N:4]2[N:3]=1.[CH3:33][OH:34].C[O-].[Na+]. (2) Given the product [CH3:17][O:16][C:14]([NH:1][C@H:2]([C:3]([OH:5])=[O:4])[CH2:6][C:7]1[CH:12]=[CH:11][CH:10]=[CH:9][N:8]=1)=[O:15], predict the reactants needed to synthesize it. The reactants are: [NH2:1][CH:2]([CH2:6][C:7]1[CH:12]=[CH:11][CH:10]=[CH:9][N:8]=1)[C:3]([OH:5])=[O:4].Cl[C:14]([O:16][CH3:17])=[O:15]. (3) The reactants are: [CH3:1][O:2][C:3]1([C:21]([O:23]C)=[O:22])[CH2:8][CH2:7][N:6]([CH:9]2[CH2:15][CH2:14][CH2:13][N:12]([C:16]([O:18][CH2:19][CH3:20])=[O:17])[CH2:11][CH2:10]2)[CH2:5][CH2:4]1.[Li+].[OH-].Cl. Given the product [CH2:19]([O:18][C:16]([N:12]1[CH2:13][CH2:14][CH2:15][CH:9]([N:6]2[CH2:5][CH2:4][C:3]([O:2][CH3:1])([C:21]([OH:23])=[O:22])[CH2:8][CH2:7]2)[CH2:10][CH2:11]1)=[O:17])[CH3:20], predict the reactants needed to synthesize it. (4) Given the product [Cl:15][C:16]1[CH:17]=[C:18]([CH:22]=[C:23]([Cl:25])[CH:24]=1)[C:19]([N:10]=[C:8]1[N:7]([CH:27]([CH2:32][CH3:33])[C:28]([OH:30])=[O:29])[C:6]2[CH:11]=[CH:12][C:3]([C:2]([F:1])([F:13])[F:14])=[CH:4][C:5]=2[S:9]1)=[O:20], predict the reactants needed to synthesize it. The reactants are: [F:1][C:2]([F:14])([F:13])[C:3]1[CH:12]=[CH:11][C:6]2[N:7]=[C:8]([NH2:10])[S:9][C:5]=2[CH:4]=1.[Cl:15][C:16]1[CH:17]=[C:18]([CH:22]=[C:23]([Cl:25])[CH:24]=1)[C:19](Cl)=[O:20].Br[CH:27]([CH2:32][CH3:33])[C:28]([O:30]C)=[O:29].COC1C=CC2N=C(N)SC=2C=1.ClC1C=C(C=CC=1)C(Cl)=O.BrCC(OCC)=O. (5) Given the product [NH2:46][CH:43]1[CH2:44][CH2:45][N:41]([C:23]([C:22]2[C:16]3[N:15]=[C:14]([CH2:13][N:2]([CH3:1])[CH:3]4[C:12]5[N:11]=[CH:10][CH:9]=[CH:8][C:7]=5[CH2:6][CH2:5][CH2:4]4)[NH:18][C:17]=3[CH:19]=[CH:20][CH:21]=2)=[O:24])[CH2:42]1, predict the reactants needed to synthesize it. The reactants are: [CH3:1][N:2]([CH2:13][C:14]1[NH:18][C:17]2[CH:19]=[CH:20][CH:21]=[C:22]([C:23](O)=[O:24])[C:16]=2[N:15]=1)[CH:3]1[C:12]2[N:11]=[CH:10][CH:9]=[CH:8][C:7]=2[CH2:6][CH2:5][CH2:4]1.O=C1N(P(Cl)(N2CCOC2=O)=O)CCO1.[NH:41]1[CH2:45][CH2:44][CH:43]([NH:46]C(=O)OC(C)(C)C)[CH2:42]1.C(N(CC)C(C)C)(C)C. (6) Given the product [CH3:43][O:42][CH2:41][CH2:40][O:39][C:37](=[O:38])[NH:1][C:2]1[CH:3]=[CH:4][C:5]([C:8]2[NH:12][C:11]([C@H:13]3[N:21]4[C:16](=[CH:17][C:18]([C:23]5[CH:28]=[C:27]([CH3:29])[CH:26]=[CH:25][C:24]=5[N:30]5[CH:34]=[C:33]([Cl:35])[N:32]=[N:31]5)=[CH:19][C:20]4=[O:22])[CH2:15][CH2:14]3)=[N:10][CH:9]=2)=[CH:6][N:7]=1, predict the reactants needed to synthesize it. The reactants are: [NH2:1][C:2]1[N:7]=[CH:6][C:5]([C:8]2[NH:12][C:11]([C@H:13]3[N:21]4[C:16](=[CH:17][C:18]([C:23]5[CH:28]=[C:27]([CH3:29])[CH:26]=[CH:25][C:24]=5[N:30]5[CH:34]=[C:33]([Cl:35])[N:32]=[N:31]5)=[CH:19][C:20]4=[O:22])[CH2:15][CH2:14]3)=[N:10][CH:9]=2)=[CH:4][CH:3]=1.Cl[C:37]([O:39][CH2:40][CH2:41][O:42][CH3:43])=[O:38]. (7) Given the product [Br:1][C:18]1[NH:19][C:20]2[C:16]([N:17]=1)=[C:15]([NH:14][CH2:13][CH2:12][CH2:11][NH:10][CH3:9])[N:23]=[CH:22][N:21]=2, predict the reactants needed to synthesize it. The reactants are: [Br:1]N1C(=O)CCC1=O.[CH3:9][NH:10][CH2:11][CH2:12][CH2:13][NH:14][C:15]1[N:23]=[CH:22][N:21]=[C:20]2[C:16]=1[N:17]=[CH:18][NH:19]2.